From a dataset of Reaction yield outcomes from USPTO patents with 853,638 reactions. Predict the reaction yield, written as a fraction of the theoretical maximum amount of product (1.0 means a 100% yield; for example, 0.34 means a 34% yield). (1) The reactants are BrC1C=CC(O)=C(C2C=[CH:16][C:15]3[C:10](=[CH:11][CH:12]=[C:13]([C:18]4[N:22]([CH:23]5[CH2:28][CH2:27][CH2:26][CH2:25][CH2:24]5)[C:21]5[CH:29]=[CH:30][C:31]([C:33]([OH:35])=[O:34])=[CH:32][C:20]=5[N:19]=4)[CH:14]=3)[N:9]=2)C=1.[OH:37][C:38]1[CH:43]=[C:42]([O:44][CH3:45])[CH:41]=[C:40]([O:46][CH3:47])[C:39]=1[C:48](=O)[CH3:49].[OH-].[K+]. The catalyst is C(O)C. The product is [CH:23]1([N:22]2[C:21]3[CH:29]=[CH:30][C:31]([C:33]([OH:35])=[O:34])=[CH:32][C:20]=3[N:19]=[C:18]2[C:13]2[CH:14]=[C:15]3[C:10](=[CH:11][CH:12]=2)[N:9]=[C:48]([C:39]2[C:40]([O:46][CH3:47])=[CH:41][C:42]([O:44][CH3:45])=[CH:43][C:38]=2[OH:37])[CH:49]=[CH:16]3)[CH2:24][CH2:25][CH2:26][CH2:27][CH2:28]1. The yield is 0.650. (2) The reactants are [CH3:1][O:2][C:3]([C:5]1[CH:9]=[C:8](Br)[O:7][C:6]=1[CH3:11])=[O:4].[CH3:12][O:13][C:14]1[C:19]([N+:20]([O-:22])=[O:21])=[CH:18][CH:17]=[CH:16][C:15]=1B1OC(C)(C)C(C)(C)O1.C(=O)([O-])[O-].[Na+].[Na+]. The catalyst is O1CCOCC1.C1C=CC([P]([Pd]([P](C2C=CC=CC=2)(C2C=CC=CC=2)C2C=CC=CC=2)([P](C2C=CC=CC=2)(C2C=CC=CC=2)C2C=CC=CC=2)[P](C2C=CC=CC=2)(C2C=CC=CC=2)C2C=CC=CC=2)(C2C=CC=CC=2)C2C=CC=CC=2)=CC=1. The product is [CH3:1][O:2][C:3]([C:5]1[CH:9]=[C:8]([C:15]2[CH:16]=[CH:17][CH:18]=[C:19]([N+:20]([O-:22])=[O:21])[C:14]=2[O:13][CH3:12])[O:7][C:6]=1[CH3:11])=[O:4]. The yield is 0.750. (3) The reactants are [C:1]([C:4]1[CH:9]=[CH:8][CH:7]=[CH:6][C:5]=1[C:10]1[C:11]([C:36]([O:38]C)=[O:37])=[CH:12][C:13]([C:16]2[CH:17]=[CH:18][C:19]3[O:23][C:22]([C:24]4[CH:29]=[CH:28][C:27]([F:30])=[CH:26][CH:25]=4)=[C:21]([C:31](=[O:34])[NH:32][CH3:33])[C:20]=3[CH:35]=2)=[CH:14][CH:15]=1)(=[O:3])[NH2:2].CO.[OH-].[Na+].Cl. The catalyst is C(OCC)(=O)C.C1COCC1. The product is [C:1]([C:4]1[CH:9]=[CH:8][CH:7]=[CH:6][C:5]=1[C:10]1[C:11]([C:36]([OH:38])=[O:37])=[CH:12][C:13]([C:16]2[CH:17]=[CH:18][C:19]3[O:23][C:22]([C:24]4[CH:29]=[CH:28][C:27]([F:30])=[CH:26][CH:25]=4)=[C:21]([C:31](=[O:34])[NH:32][CH3:33])[C:20]=3[CH:35]=2)=[CH:14][CH:15]=1)(=[O:3])[NH2:2]. The yield is 0.980. (4) The reactants are [NH:1]1[C:5]2[CH:6]=[CH:7][C:8]([C:10]([OH:12])=O)=[CH:9][C:4]=2[N:3]=[N:2]1.[NH:13]1[CH2:18][CH2:17][CH2:16][C@@H:15]2[C:19]3[CH:20]=[CH:21][CH:22]=[CH:23][C:24]=3[CH2:25][C@H:14]12.F[P-](F)(F)(F)(F)F.N1(OC(N(C)C)=[N+](C)C)C2N=CC=CC=2N=N1. No catalyst specified. The product is [NH:1]1[C:5]2[CH:6]=[CH:7][C:8]([C:10]([N:13]3[CH2:18][CH2:17][CH2:16][C@@H:15]4[C:19]5[CH:20]=[CH:21][CH:22]=[CH:23][C:24]=5[CH2:25][C@H:14]34)=[O:12])=[CH:9][C:4]=2[N:3]=[N:2]1. The yield is 0.190. (5) The reactants are [C:1]([C:5]1[CH:9]=[C:8]([C:10]([O:12]CC)=[O:11])[N:7]([C:15]2[CH:16]=[C:17]3[C:22](=[CH:23][CH:24]=2)[CH2:21][N:20]([C:25]([O:27][CH2:28][C:29]2[CH:34]=[CH:33][CH:32]=[CH:31][CH:30]=2)=[O:26])[CH2:19][CH2:18]3)[N:6]=1)([CH3:4])([CH3:3])[CH3:2].O[Li].O.Cl. The catalyst is C1COCC1.CCO.O. The product is [CH2:28]([O:27][C:25]([N:20]1[CH2:19][CH2:18][C:17]2[C:22](=[CH:23][CH:24]=[C:15]([N:7]3[C:8]([C:10]([OH:12])=[O:11])=[CH:9][C:5]([C:1]([CH3:4])([CH3:3])[CH3:2])=[N:6]3)[CH:16]=2)[CH2:21]1)=[O:26])[C:29]1[CH:30]=[CH:31][CH:32]=[CH:33][CH:34]=1. The yield is 1.06.